From a dataset of Peptide-MHC class II binding affinity with 134,281 pairs from IEDB. Regression. Given a peptide amino acid sequence and an MHC pseudo amino acid sequence, predict their binding affinity value. This is MHC class II binding data. (1) The peptide sequence is WTGGGSDKALAAATP. The MHC is HLA-DQA10401-DQB10402 with pseudo-sequence HLA-DQA10401-DQB10402. The binding affinity (normalized) is 0.0771. (2) The peptide sequence is CSGEPVVVHITDDNE. The MHC is DRB1_0405 with pseudo-sequence DRB1_0405. The binding affinity (normalized) is 0.209. (3) The peptide sequence is RDFIEGVHGGTWVSA. The MHC is DRB1_0901 with pseudo-sequence DRB1_0901. The binding affinity (normalized) is 0.237. (4) The peptide sequence is PTVDIEEAPEMPALY. The MHC is DRB4_0103 with pseudo-sequence DRB4_0103. The binding affinity (normalized) is 0. (5) The peptide sequence is EDIVADHVASYGVNL. The MHC is HLA-DQA10501-DQB10201 with pseudo-sequence HLA-DQA10501-DQB10201. The binding affinity (normalized) is 0.174. (6) The peptide sequence is SSPDNVKPLYIITPT. The MHC is DRB5_0101 with pseudo-sequence DRB5_0101. The binding affinity (normalized) is 0.248. (7) The MHC is HLA-DQA10102-DQB10602 with pseudo-sequence HLA-DQA10102-DQB10602. The peptide sequence is DDMAAQPFFDPSASF. The binding affinity (normalized) is 0.313.